Dataset: Reaction yield outcomes from USPTO patents with 853,638 reactions. Task: Predict the reaction yield, written as a fraction of the theoretical maximum amount of product (1.0 means a 100% yield; for example, 0.34 means a 34% yield). (1) The reactants are [C:1]([C:4]1[C:5]2[CH:12]=[CH:11][C:10]([O:13][CH3:14])=[CH:9][C:6]=2[S:7][CH:8]=1)(=O)[CH3:2].N(C1C=CC(S(N[Si](C(C)(C)C)(C)C)(=O)=O)=CC=1)=C=S.COC1C=CC(C2C3SC=C(C4[NH:56][N:55]=[C:54]([NH:57][C:58]5[CH:63]=[CH:62][C:61]([S:64]([NH2:67])(=[O:66])=[O:65])=[CH:60][CH:59]=5)C=4)C=3C=CC=2)=CC=1. The catalyst is O. The product is [CH3:14][O:13][C:10]1[CH:11]=[CH:12][C:5]2[C:4]([C:1]3[NH:56][N:55]=[C:54]([NH:57][C:58]4[CH:59]=[CH:60][C:61]([S:64]([NH2:67])(=[O:66])=[O:65])=[CH:62][CH:63]=4)[CH:2]=3)=[CH:8][S:7][C:6]=2[CH:9]=1. The yield is 0.340. (2) The reactants are [F:1][C:2]([F:18])([F:17])[O:3][C:4]1[CH:5]=[C:6]2[C:10](=[C:11]([C:13]([O:15][CH3:16])=[O:14])[CH:12]=1)[NH:9][N:8]=[CH:7]2.I[CH2:20][CH:21]([CH3:23])[CH3:22]. No catalyst specified. The product is [CH3:16][O:15][C:13]([C:11]1[CH:12]=[C:4]([O:3][C:2]([F:1])([F:17])[F:18])[CH:5]=[C:6]2[C:10]=1[N:9]([CH2:20][CH:21]([CH3:23])[CH3:22])[N:8]=[CH:7]2)=[O:14]. The yield is 0.560.